From a dataset of Full USPTO retrosynthesis dataset with 1.9M reactions from patents (1976-2016). Predict the reactants needed to synthesize the given product. (1) Given the product [Br:18][C:19]1[C:20]([CH2:29][CH3:30])=[C:21]([N+:1]([O-:3])=[O:2])[CH:22]=[CH:23][C:24]=1[CH3:25], predict the reactants needed to synthesize it. The reactants are: [N:1]([O-:3])=[O:2].[Na+].C(C1C(N)=C(C)C([N+]([O-])=O)=CC=1)C.[Br:18][C:19]1[C:24]([CH3:25])=[C:23]([N+]([O-])=O)[CH:22]=[CH:21][C:20]=1[CH2:29][CH3:30]. (2) Given the product [CH:2]([C:5]1[O:6][C:7]([CH:10]2[CH2:14][CH2:13][N:12]([C:32]([NH:31][CH2:30][CH2:29][NH:28][C:26]([C:24]3[C:23]([C:41]([F:42])([F:43])[F:44])=[N:22][N:21]([C:15]4[CH:16]=[CH:17][CH:18]=[CH:19][CH:20]=4)[CH:25]=3)=[O:27])=[O:33])[CH2:11]2)=[N:8][N:9]=1)([CH3:4])[CH3:3], predict the reactants needed to synthesize it. The reactants are: Br.[CH:2]([C:5]1[O:6][C:7]([CH:10]2[CH2:14][CH2:13][NH:12][CH2:11]2)=[N:8][N:9]=1)([CH3:4])[CH3:3].[C:15]1([N:21]2[CH:25]=[C:24]([C:26]([NH:28][CH2:29][CH2:30][NH:31][C:32](=O)[O:33]C3C=CC=CC=3)=[O:27])[C:23]([C:41]([F:44])([F:43])[F:42])=[N:22]2)[CH:20]=[CH:19][CH:18]=[CH:17][CH:16]=1.C(=O)([O-])[O-].[Cs+].[Cs+]. (3) Given the product [N:31]1([CH2:27][CH2:28][C:29]#[C:30][C:2]2[N:3]=[N:4][C:5]([O:8][CH2:9][C:10]3[N:11]=[C:12]([CH:15]=[CH:16][C:17]4[CH:22]=[CH:21][C:20]([C:23]([F:26])([F:25])[F:24])=[CH:19][CH:18]=4)[O:13][CH:14]=3)=[CH:6][CH:7]=2)[CH:35]=[CH:34][N:33]=[N:32]1, predict the reactants needed to synthesize it. The reactants are: I[C:2]1[N:3]=[N:4][C:5]([O:8][CH2:9][C:10]2[N:11]=[C:12]([CH:15]=[CH:16][C:17]3[CH:22]=[CH:21][C:20]([C:23]([F:26])([F:25])[F:24])=[CH:19][CH:18]=3)[O:13][CH:14]=2)=[CH:6][CH:7]=1.[CH2:27]([N:31]1[CH:35]=[CH:34][N:33]=[N:32]1)[CH2:28][C:29]#[CH:30].C(N(CC)CC)C.C(OCC)(=O)C. (4) Given the product [CH3:23][O:22][C:19]1[CH:18]=[CH:17][C:16]([CH2:15][O:14][N:13]=[C:11]2[CH2:12][N:8]([C:6]([NH:27][CH2:30][CH2:31][CH2:32][CH2:33][CH3:34])=[O:7])[C@H:9]([C:24]([NH:41][CH2:40][C:36]3[S:35][CH:39]=[CH:38][CH:37]=3)=[O:26])[CH2:10]2)=[CH:21][CH:20]=1, predict the reactants needed to synthesize it. The reactants are: C(O[C:6]([N:8]1[CH2:12][C:11](=[N:13][O:14][CH2:15][C:16]2[CH:21]=[CH:20][C:19]([O:22][CH3:23])=[CH:18][CH:17]=2)[CH2:10][C@H:9]1[C:24]([OH:26])=O)=[O:7])(C)(C)C.[N:27]([CH2:30][CH2:31][CH2:32][CH2:33][CH3:34])=C=O.[S:35]1[CH:39]=[CH:38][CH:37]=[C:36]1[CH2:40][NH2:41]. (5) Given the product [CH3:35][O:36][C:37]([C:39]1[CH:48]=[C:47]([OH:49])[C:46]2[C:41](=[C:42]([CH2:57][CH2:58][C:59]3[CH:64]=[CH:63][CH:62]=[CH:61][CH:60]=3)[CH:43]=[CH:44][CH:45]=2)[N:40]=1)=[O:38], predict the reactants needed to synthesize it. The reactants are: COC(C1C=C(O)C2C(=C(OCC3C=CC=CC=3)C=C(C#CCOCC3C=CC=CC=3)C=2)N=1)=O.[CH3:35][O:36][C:37]([C:39]1[CH:48]=[C:47]([O:49]CC2C=CC=CC=2)[C:46]2[C:41](=[C:42]([C:57]#[C:58][C:59]3[CH:64]=[CH:63][CH:62]=[CH:61][CH:60]=3)[CH:43]=[CH:44][CH:45]=2)[N:40]=1)=[O:38]. (6) Given the product [NH2:24][C:19]1[CH:18]=[C:17]2[C:22](=[C:21]([Cl:23])[CH:20]=1)[N:14]([CH2:13][C:9]1[CH:8]=[C:7]([CH:12]=[CH:11][CH:10]=1)[C:6]([NH:5][C:1]([CH3:3])([CH3:4])[CH3:2])=[O:27])[CH:15]=[CH:16]2, predict the reactants needed to synthesize it. The reactants are: [C:1]([NH:5][C:6](=[O:27])[C:7]1[CH:12]=[CH:11][CH:10]=[C:9]([CH2:13][N:14]2[C:22]3[C:17](=[CH:18][C:19]([N+:24]([O-])=O)=[CH:20][C:21]=3[Cl:23])[CH:16]=[CH:15]2)[CH:8]=1)([CH3:4])([CH3:3])[CH3:2].O.[Cl-].[Ca+2].[Cl-]. (7) The reactants are: [Cl:1][C:2]1[CH:3]=[CH:4][C:5]2[O:14][C:13]3[CH:15]=[CH:16][CH:17]=[CH:18][C:12]=3[C:11]3[CH:10]=[C:9]([CH3:19])[O:8][C:7]=3[C:6]=2[CH:20]=1.C(O)(=[O:23])C. Given the product [Cl:1][C:2]1[CH:3]=[CH:4][C:5]2[O:14][C:13]3[CH:15]=[CH:16][CH:17]=[CH:18][C:12]=3[C:11]3[CH:10]=[C:9]([CH:19]=[O:23])[O:8][C:7]=3[C:6]=2[CH:20]=1, predict the reactants needed to synthesize it.